Dataset: NCI-60 drug combinations with 297,098 pairs across 59 cell lines. Task: Regression. Given two drug SMILES strings and cell line genomic features, predict the synergy score measuring deviation from expected non-interaction effect. (1) Drug 1: C1=CC=C(C=C1)NC(=O)CCCCCCC(=O)NO. Drug 2: CC(C)CN1C=NC2=C1C3=CC=CC=C3N=C2N. Cell line: RPMI-8226. Synergy scores: CSS=46.9, Synergy_ZIP=0.992, Synergy_Bliss=-6.38, Synergy_Loewe=-8.35, Synergy_HSA=-9.55. (2) Drug 1: CC12CCC(CC1=CCC3C2CCC4(C3CC=C4C5=CN=CC=C5)C)O. Drug 2: CNC(=O)C1=CC=CC=C1SC2=CC3=C(C=C2)C(=NN3)C=CC4=CC=CC=N4. Cell line: LOX IMVI. Synergy scores: CSS=31.3, Synergy_ZIP=0.597, Synergy_Bliss=1.11, Synergy_Loewe=1.56, Synergy_HSA=3.36. (3) Drug 1: C#CCC(CC1=CN=C2C(=N1)C(=NC(=N2)N)N)C3=CC=C(C=C3)C(=O)NC(CCC(=O)O)C(=O)O. Drug 2: C1CCC(C(C1)N)N.C(=O)(C(=O)[O-])[O-].[Pt+4]. Cell line: U251. Synergy scores: CSS=30.7, Synergy_ZIP=-6.28, Synergy_Bliss=-3.66, Synergy_Loewe=-2.07, Synergy_HSA=-1.35.